This data is from Full USPTO retrosynthesis dataset with 1.9M reactions from patents (1976-2016). The task is: Predict the reactants needed to synthesize the given product. (1) Given the product [NH2:23][C:18]1[CH:19]=[CH:20][CH:21]=[CH:22][C:17]=1[O:16][CH:13]([CH2:14][CH3:15])[CH:9]([NH:8][C:6]([O:5][C:1]([CH3:3])([CH3:4])[CH3:2])=[O:7])[C:10]([OH:12])=[O:11], predict the reactants needed to synthesize it. The reactants are: [C:1]([O:5][C:6]([NH:8][CH:9]([CH:13]([O:16][C:17]1[CH:22]=[CH:21][CH:20]=[CH:19][C:18]=1[N+:23]([O-])=O)[CH2:14][CH3:15])[C:10]([OH:12])=[O:11])=[O:7])([CH3:4])([CH3:3])[CH3:2]. (2) Given the product [CH3:12][O:13][CH2:14][CH2:15][O:16][CH2:17][C:18]1[CH:19]=[CH:20][C:21]([C@@:24]2([OH:47])[CH2:29][CH2:28][N:27]([S:7]([C:4]3[CH:5]=[CH:6][C:1]([CH3:11])=[CH:2][CH:3]=3)(=[O:9])=[O:8])[CH2:26][C@@H:25]2[O:30][CH2:31][C:32]2[CH:33]=[CH:34][C:35]3[O:40][CH2:39][CH2:38][N:37]([CH2:41][CH2:42][CH2:43][O:44][CH3:45])[C:36]=3[CH:46]=2)=[CH:22][CH:23]=1, predict the reactants needed to synthesize it. The reactants are: [C:1]1([CH3:11])[CH:6]=[CH:5][C:4]([S:7](Cl)(=[O:9])=[O:8])=[CH:3][CH:2]=1.[CH3:12][O:13][CH2:14][CH2:15][O:16][CH2:17][C:18]1[CH:23]=[CH:22][C:21]([C@@:24]2([OH:47])[CH2:29][CH2:28][NH:27][CH2:26][C@@H:25]2[O:30][CH2:31][C:32]2[CH:33]=[CH:34][C:35]3[O:40][CH2:39][CH2:38][N:37]([CH2:41][CH2:42][CH2:43][O:44][CH3:45])[C:36]=3[CH:46]=2)=[CH:20][CH:19]=1.O. (3) Given the product [CH3:28][N:29]([CH3:34])[CH2:30][CH2:31][CH2:32][NH:33][C:23]([NH:1][C:2]1[CH:3]=[CH:4][C:5]([N:8]2[C:20](=[O:21])[C:11]3[N:12]=[N:13][C:14]4[CH:15]=[CH:16][CH:17]=[CH:18][C:19]=4[C:10]=3[NH:9]2)=[CH:6][CH:7]=1)=[O:24], predict the reactants needed to synthesize it. The reactants are: [NH2:1][C:2]1[CH:7]=[CH:6][C:5]([N:8]2[C:20](=[O:21])[C:11]3[N:12]=[N:13][C:14]4[CH:15]=[CH:16][CH:17]=[CH:18][C:19]=4[C:10]=3[NH:9]2)=[CH:4][CH:3]=1.C[C:23](N(C)C)=[O:24].[CH3:28][N:29]([CH3:34])[CH2:30][CH2:31][CH2:32][NH2:33]. (4) Given the product [CH:1]([N:14]1[CH2:17][CH:16]([O:18][CH:23]([C:24]2[CH:29]=[CH:28][C:27]([Cl:63])=[CH:26][CH:25]=2)[C:22]2[CH:31]=[CH:32][CH:33]=[CH:34][C:21]=2[C:20]([F:37])([F:36])[F:19])[CH2:15]1)([C:8]1[CH:13]=[CH:12][CH:11]=[CH:10][CH:9]=1)[C:2]1[CH:3]=[CH:4][CH:5]=[CH:6][CH:7]=1, predict the reactants needed to synthesize it. The reactants are: [CH:1]([N:14]1[CH2:17][CH:16]([OH:18])[CH2:15]1)([C:8]1[CH:13]=[CH:12][CH:11]=[CH:10][CH:9]=1)[C:2]1[CH:7]=[CH:6][CH:5]=[CH:4][CH:3]=1.[F:19][C:20]([F:37])([F:36])[C:21]1[CH:34]=[C:33](Cl)[CH:32]=[CH:31][C:22]=1[CH:23](O)[C:24]1[CH:29]=[CH:28][CH:27]=[CH:26][CH:25]=1.C(N1CC(OC(C2C=CC(Cl)=CC=2)C2C=CC([Cl:63])=CC=2Cl)C1)(C1C=CC=CC=1)C1C=CC=CC=1. (5) Given the product [CH3:1][C:2]1[C:3]([CH2:4][OH:5])=[CH:9][CH:10]=[C:11]([C:13]([F:15])([F:14])[F:16])[N:12]=1, predict the reactants needed to synthesize it. The reactants are: [CH3:1][C:2]1[N:12]=[C:11]([C:13]([F:16])([F:15])[F:14])[CH:10]=[CH:9][C:3]=1[C:4](OCC)=[O:5].[H-].[Al+3].[Li+].[H-].[H-].[H-]. (6) Given the product [C:17]([C:19]1[CH:20]=[CH:21][C:22]([N:25]2[CH2:29][CH2:28][CH:27]([C:30]([NH:11][C:10]3[CH:12]=[CH:13][CH:14]=[C:8]([C:5]4[N:4]=[C:3]([C:2]([F:15])([F:1])[F:16])[O:7][N:6]=4)[CH:9]=3)=[O:31])[CH2:26]2)=[N:23][CH:24]=1)#[N:18], predict the reactants needed to synthesize it. The reactants are: [F:1][C:2]([F:16])([F:15])[C:3]1[O:7][N:6]=[C:5]([C:8]2[CH:9]=[C:10]([CH:12]=[CH:13][CH:14]=2)[NH2:11])[N:4]=1.[C:17]([C:19]1[CH:20]=[CH:21][C:22]([N:25]2[CH2:29][CH2:28][CH:27]([C:30](O)=[O:31])[CH2:26]2)=[N:23][CH:24]=1)#[N:18]. (7) Given the product [C:28]([N:31]1[CH2:36][CH2:35][N:34]([CH2:2][C:3]2[S:7][C:6]([C:8]3[NH:9][C:10]4[C:15]([CH:16]=3)=[C:14]([CH3:17])[CH:13]=[CH:12][C:11]=4[N:18]([CH3:27])[S:19]([C:22]3[S:23][CH:24]=[CH:25][CH:26]=3)(=[O:21])=[O:20])=[N:5][CH:4]=2)[CH2:33][CH2:32]1)(=[O:30])[CH3:29], predict the reactants needed to synthesize it. The reactants are: Cl[CH2:2][C:3]1[S:7][C:6]([C:8]2[NH:9][C:10]3[C:15]([CH:16]=2)=[C:14]([CH3:17])[CH:13]=[CH:12][C:11]=3[N:18]([CH3:27])[S:19]([C:22]2[S:23][CH:24]=[CH:25][CH:26]=2)(=[O:21])=[O:20])=[N:5][CH:4]=1.[C:28]([N:31]1[CH2:36][CH2:35][NH:34][CH2:33][CH2:32]1)(=[O:30])[CH3:29].C(=O)([O-])[O-].[K+].[K+].O. (8) Given the product [NH2:17][C:11]1[N:12]=[CH:13][C:14]([C:27]2[CH:28]=[CH:29][C:24]([O:23][CH2:22][C:21]([O:20][CH2:18][CH3:19])=[O:33])=[CH:25][CH:26]=2)=[CH:15][C:10]=1[C:2]1[S:1][C:5]2[CH:6]=[CH:7][CH:8]=[CH:9][C:4]=2[N:3]=1, predict the reactants needed to synthesize it. The reactants are: [S:1]1[C:5]2[CH:6]=[CH:7][CH:8]=[CH:9][C:4]=2[N:3]=[C:2]1[C:10]1[C:11]([NH2:17])=[N:12][CH:13]=[C:14](Br)[CH:15]=1.[CH2:18]([O:20][C:21](=[O:33])[CH2:22][O:23][C:24]1[CH:29]=[CH:28][C:27](B(O)O)=[CH:26][CH:25]=1)[CH3:19].[F-].[K+]. (9) Given the product [C:1]1([C:26]2[CH:31]=[CH:30][CH:29]=[CH:28][CH:27]=2)[CH:6]=[CH:5][C:4]([C:7]2[N:12]=[C:11]3[CH:13]=[C:14]([O:35][CH2:34][CH2:33][CH2:32][OH:36])[N:15]([CH2:16][O:17][CH2:18][CH2:19][Si:20]([CH3:22])([CH3:23])[CH3:21])[C:10]3=[CH:9][C:8]=2[Cl:25])=[CH:3][CH:2]=1, predict the reactants needed to synthesize it. The reactants are: [C:1]1([C:26]2[CH:31]=[CH:30][CH:29]=[CH:28][CH:27]=2)[CH:6]=[CH:5][C:4]([C:7]2[N:12]=[C:11]3[CH:13]=[C:14](Cl)[N:15]([CH2:16][O:17][CH2:18][CH2:19][Si:20]([CH3:23])([CH3:22])[CH3:21])[C:10]3=[CH:9][C:8]=2[Cl:25])=[CH:3][CH:2]=1.[CH2:32]([OH:36])[CH2:33][CH2:34][OH:35].C(=O)([O-])[O-].[Cs+].[Cs+].